This data is from Reaction yield outcomes from USPTO patents with 853,638 reactions. The task is: Predict the reaction yield, written as a fraction of the theoretical maximum amount of product (1.0 means a 100% yield; for example, 0.34 means a 34% yield). (1) The reactants are [F:1][C:2]1[CH:3]=[C:4]2[C:9](=[CH:10][CH:11]=1)[CH:8]=[C:7]([C:12]([OH:14])=[O:13])[C:6]([CH3:15])=[C:5]2[OH:16].S(=O)(=O)(O)O.[C:22](OCC)(=O)C.CCCCCC. The catalyst is CO. The product is [CH3:22][O:13][C:12]([C:7]1[C:6]([CH3:15])=[C:5]([OH:16])[C:4]2[C:9](=[CH:10][CH:11]=[C:2]([F:1])[CH:3]=2)[CH:8]=1)=[O:14]. The yield is 0.540. (2) The reactants are [CH3:1][C:2]1[CH:6]=[C:5]([N:7]2[CH2:11][CH2:10][N:9]([CH2:12][C:13](=[O:20])[C:14]3[CH:19]=[CH:18][CH:17]=[CH:16][CH:15]=3)[C:8]2=[O:21])[S:4][C:3]=1[C:22]([NH:24][CH2:25][C:26]1[CH:27]=[N:28][CH:29]=[CH:30][CH:31]=1)=[O:23].[BH4-].[Na+]. The catalyst is CO.C(Cl)(Cl)Cl. The product is [OH:20][CH:13]([C:14]1[CH:15]=[CH:16][CH:17]=[CH:18][CH:19]=1)[CH2:12][N:9]1[CH2:10][CH2:11][N:7]([C:5]2[S:4][C:3]([C:22]([NH:24][CH2:25][C:26]3[CH:27]=[N:28][CH:29]=[CH:30][CH:31]=3)=[O:23])=[C:2]([CH3:1])[CH:6]=2)[C:8]1=[O:21]. The yield is 0.920.